Dataset: Full USPTO retrosynthesis dataset with 1.9M reactions from patents (1976-2016). Task: Predict the reactants needed to synthesize the given product. Given the product [F:1][C:2]1[CH:3]=[C:4]([C:10]2[CH2:16][C@H:15]3[N:12]([C:13](=[O:20])[C@@H:14]3[C@H:17]([OH:19])[CH3:18])[C:11]=2[C:21]([O-:23])=[O:22])[CH:5]=[CH:6][C:7]=1[O:8][CH3:9].[Na+:56], predict the reactants needed to synthesize it. The reactants are: [F:1][C:2]1[CH:3]=[C:4]([C:10]2[CH2:16][C@H:15]3[N:12]([C:13](=[O:20])[C@@H:14]3[C@H:17]([OH:19])[CH3:18])[C:11]=2[C:21]([O:23]CC=C)=[O:22])[CH:5]=[CH:6][C:7]=1[O:8][CH3:9].C1(P(C2C=CC=CC=2)C2C=CC=CC=2)C=CC=CC=1.C(C(CCCC)C([O-])=O)C.[Na+:56].